Dataset: Forward reaction prediction with 1.9M reactions from USPTO patents (1976-2016). Task: Predict the product of the given reaction. (1) The product is: [C:21]([C:18]1[CH:19]=[CH:20][C:15]([C:11]2[CH:12]=[C:13]3[C:8](=[CH:9][CH:10]=2)[N:7]([C:28]2[CH:27]=[C:26]([Cl:25])[CH:31]=[C:30]([Cl:32])[CH:29]=2)[C:6]([C:4]([OH:3])=[O:5])=[CH:14]3)=[CH:16][CH:17]=1)([CH3:23])([CH3:24])[CH3:22]. Given the reactants C([O:3][C:4]([C:6]1[NH:7][C:8]2[C:13]([CH:14]=1)=[CH:12][C:11]([C:15]1[CH:20]=[CH:19][C:18]([C:21]([CH3:24])([CH3:23])[CH3:22])=[CH:17][CH:16]=1)=[CH:10][CH:9]=2)=[O:5])C.[Cl:25][C:26]1[CH:27]=[C:28](B(O)O)[CH:29]=[C:30]([Cl:32])[CH:31]=1, predict the reaction product. (2) Given the reactants Cl.Cl[CH2:3][CH2:4][NH:5][CH2:6][CH2:7]Cl.C(=O)([O-])[O-].[Na+].[Na+].[CH3:15][N:16]([CH3:24])[C:17]1[CH:22]=[CH:21][CH:20]=[C:19]([NH2:23])[CH:18]=1.ClCCl, predict the reaction product. The product is: [CH3:15][N:16]([CH3:24])[C:17]1[CH:22]=[CH:21][CH:20]=[C:19]([N:23]2[CH2:7][CH2:6][NH:5][CH2:4][CH2:3]2)[CH:18]=1.